The task is: Predict the reaction yield, written as a fraction of the theoretical maximum amount of product (1.0 means a 100% yield; for example, 0.34 means a 34% yield).. This data is from Reaction yield outcomes from USPTO patents with 853,638 reactions. The reactants are [CH3:1][O:2][C:3]([C:5]1[S:6][C:7]([C:27]#[C:28][C:29]([CH3:32])([CH3:31])[CH3:30])=[CH:8][C:9]=1[N:10]([C@H:20]1[CH2:25][CH2:24][C@H:23]([OH:26])[CH2:22][CH2:21]1)[C:11]([C@H:13]1[CH2:18][CH2:17][C@H:16]([CH3:19])[CH2:15][CH2:14]1)=[O:12])=[O:4].C(=O)(OC)O[CH2:35][CH:36]=[CH2:37]. The catalyst is C1COCC1.C1C=CC([P]([Pd]([P](C2C=CC=CC=2)(C2C=CC=CC=2)C2C=CC=CC=2)([P](C2C=CC=CC=2)(C2C=CC=CC=2)C2C=CC=CC=2)[P](C2C=CC=CC=2)(C2C=CC=CC=2)C2C=CC=CC=2)(C2C=CC=CC=2)C2C=CC=CC=2)=CC=1. The product is [CH3:1][O:2][C:3]([C:5]1[S:6][C:7]([C:27]#[C:28][C:29]([CH3:31])([CH3:30])[CH3:32])=[CH:8][C:9]=1[N:10]([C@H:20]1[CH2:21][CH2:22][C@H:23]([O:26][CH2:37][CH:36]=[CH2:35])[CH2:24][CH2:25]1)[C:11]([C@H:13]1[CH2:18][CH2:17][C@H:16]([CH3:19])[CH2:15][CH2:14]1)=[O:12])=[O:4]. The yield is 0.230.